Dataset: Reaction yield outcomes from USPTO patents with 853,638 reactions. Task: Predict the reaction yield, written as a fraction of the theoretical maximum amount of product (1.0 means a 100% yield; for example, 0.34 means a 34% yield). (1) The reactants are [CH3:1][C:2]([CH3:36])([CH3:35])[CH2:3][C:4]([NH:6][C:7]1[C:8]([CH3:34])=[C:9]([CH3:33])[C:10]2[O:14][CH2:13][CH:12]([C:15]3[CH:16]=[CH:17][C:18]([CH:28]([CH3:30])[CH3:29])=[C:19]([CH:27]=3)[O:20][CH2:21][C:22](OCC)=[O:23])[C:11]=2[C:31]=1[CH3:32])=[O:5].[Li].O. The catalyst is C1COCC1. The product is [OH:23][CH2:22][CH2:21][O:20][C:19]1[CH:27]=[C:15]([CH:12]2[C:11]3[C:31]([CH3:32])=[C:7]([NH:6][C:4](=[O:5])[CH2:3][C:2]([CH3:36])([CH3:35])[CH3:1])[C:8]([CH3:34])=[C:9]([CH3:33])[C:10]=3[O:14][CH2:13]2)[CH:16]=[CH:17][C:18]=1[CH:28]([CH3:29])[CH3:30]. The yield is 0.710. (2) The reactants are [C:1]([C:3]1[CH:4]=[C:5]([CH:10]=[CH:11][C:12]=1[O:13][CH:14]([CH3:16])[CH3:15])[C:6]([O:8][CH3:9])=[O:7])#[N:2].[OH-].[Na+].FC(F)(F)C(OC1[C:29]([F:30])=[C:28]([F:31])[C:27]([F:32])=[C:26]([F:33])[C:25]=1[F:34])=O.C(N(CC)CC)C. The yield is 0.835. The product is [C:1]([C:3]1[CH:4]=[C:5]([CH:10]=[CH:11][C:12]=1[O:13][CH:14]([CH3:16])[CH3:15])[C:6]([O:8][C:9]1[C:29]([F:30])=[C:28]([F:31])[C:27]([F:32])=[C:26]([F:33])[C:25]=1[F:34])=[O:7])#[N:2]. The catalyst is CO.O.